From a dataset of Reaction yield outcomes from USPTO patents with 853,638 reactions. Predict the reaction yield, written as a fraction of the theoretical maximum amount of product (1.0 means a 100% yield; for example, 0.34 means a 34% yield). (1) The reactants are [OH:1][C:2]1[CH:3]=[CH:4][C:5]2[N:9]=[C:8]([CH2:10][O:11][C:12]3[CH:13]=[C:14]([CH:19]=[CH:20][CH:21]=3)[C:15]([O:17][CH3:18])=[O:16])[N:7]([CH3:22])[C:6]=2[CH:23]=1.[Cl:24][C:25]1[CH:26]=[C:27]([F:32])[C:28](F)=[N:29][CH:30]=1.N1C2C(=CC=C3C=2N=CC=C3)C=CC=1.C(=O)([O-])[O-].[Cs+].[Cs+]. The catalyst is [Cu](I)I.CN(C=O)C. The product is [Cl:24][C:25]1[CH:26]=[C:27]([F:32])[C:28]([O:1][C:2]2[CH:3]=[CH:4][C:5]3[N:9]=[C:8]([CH2:10][O:11][C:12]4[CH:13]=[C:14]([CH:19]=[CH:20][CH:21]=4)[C:15]([O:17][CH3:18])=[O:16])[N:7]([CH3:22])[C:6]=3[CH:23]=2)=[N:29][CH:30]=1. The yield is 0.700. (2) The reactants are [CH:1]1([S:4]([C:7]2[CH:12]=[CH:11][C:10]([CH:13]([C:21](=[O:25])[CH:22]=[CH:23][CH3:24])[CH2:14][CH:15]3[CH2:20][CH2:19][O:18][CH2:17][CH2:16]3)=[CH:9][CH:8]=2)(=[O:6])=[O:5])[CH2:3][CH2:2]1.C(O)C.O1CCCC1.[OH:34][CH:35]([C:40]1[CH:41]=[CH:42][C:43]([CH:46]=[O:47])=[N:44][CH:45]=1)[C:36]([OH:39])([CH3:38])[CH3:37]. The catalyst is [Cl-].C([N+]1C(C)=C(CCO)SC=1)C1C=CC=CC=1.C(OCC)(=O)C.C(N(CC)CC)C. The product is [CH:1]1([S:4]([C:7]2[CH:8]=[CH:9][C:10]([CH:13]([CH2:14][CH:15]3[CH2:20][CH2:19][O:18][CH2:17][CH2:16]3)[C:21](=[O:25])[CH2:22][CH:23]([CH3:24])[C:46]([C:43]3[CH:42]=[CH:41][C:40]([CH:35]([OH:34])[C:36]([OH:39])([CH3:37])[CH3:38])=[CH:45][N:44]=3)=[O:47])=[CH:11][CH:12]=2)(=[O:6])=[O:5])[CH2:2][CH2:3]1. The yield is 0.760. (3) The reactants are [Br:1][C:2]1[CH:3]=[CH:4][C:5]2[O:10][CH2:9][C:8](=O)[NH:7][C:6]=2[C:12]=1[CH3:13].B.C1COCC1. The catalyst is C1COCC1. The product is [Br:1][C:2]1[CH:3]=[CH:4][C:5]2[O:10][CH2:9][CH2:8][NH:7][C:6]=2[C:12]=1[CH3:13]. The yield is 0.860.